This data is from Tox21: 12 toxicity assays (nuclear receptors and stress response pathways). The task is: Binary classification across 12 toxicity assays. (1) The molecule is NS(=O)(=O)c1cc(C(=O)O)cc(N2CCCC2)c1Oc1ccccc1. It tested positive (active) for: NR-AR (Androgen Receptor agonist activity). (2) The molecule is C#C[C@]1(O)CC[C@H]2[C@@H]3CCc4cc(O)ccc4[C@H]3CC[C@@]21C. It tested positive (active) for: NR-AR-LBD (Androgen Receptor Ligand Binding Domain agonist), NR-ER (Estrogen Receptor agonist activity), NR-ER-LBD (Estrogen Receptor Ligand Binding Domain agonist), SR-HSE (Heat Shock Element response), SR-MMP (Mitochondrial Membrane Potential disruption), and SR-p53 (p53 tumor suppressor activation). (3) The compound is c1ccc2c(c1)Oc1ccccc1S2. It tested positive (active) for: NR-ER (Estrogen Receptor agonist activity), and SR-MMP (Mitochondrial Membrane Potential disruption). (4) The drug is CCS(=O)(=O)CCSP(=O)(OC)OC. It tested positive (active) for: SR-ARE (Antioxidant Response Element (oxidative stress)). (5) It tested positive (active) for: NR-PPAR-gamma (PPAR-gamma nuclear receptor agonist). The molecule is CC(C)CCCCCCCCCCCCCCC(=O)O. (6) The molecule is CC1=NN(c2ccc(C(=O)O)cc2)C(=O)C1. It tested positive (active) for: NR-AhR (Aryl hydrocarbon Receptor agonist activity).